Predict the reaction yield, written as a fraction of the theoretical maximum amount of product (1.0 means a 100% yield; for example, 0.34 means a 34% yield). From a dataset of Reaction yield outcomes from USPTO patents with 853,638 reactions. (1) The reactants are Cl[C:2]1[C:3]([O:8][CH:9]2[CH2:12][N:11]([C:13]3[CH:22]=[CH:21][C:20]4[C:15](=[CH:16][CH:17]=[CH:18][CH:19]=4)[N:14]=3)[CH2:10]2)=[N:4][CH:5]=[CH:6][N:7]=1.[NH:23]1[CH2:28][CH2:27][CH:26]([C:29](=[O:31])[CH3:30])[CH2:25][CH2:24]1.C([O-])([O-])=O.[K+].[K+].CC(O)C. The catalyst is O. The product is [N:14]1[C:15]2[C:20](=[CH:19][CH:18]=[CH:17][CH:16]=2)[CH:21]=[CH:22][C:13]=1[N:11]1[CH2:12][CH:9]([O:8][C:3]2[C:2]([N:23]3[CH2:28][CH2:27][CH:26]([C:29](=[O:31])[CH3:30])[CH2:25][CH2:24]3)=[N:7][CH:6]=[CH:5][N:4]=2)[CH2:10]1. The yield is 0.180. (2) The reactants are [NH:1]1[CH:5]=[CH:4][CH:3]=[C:2]1[C:6]([O:8]C)=O.[C:10]1([C@@H:16]([NH2:18])[CH3:17])[CH:15]=[CH:14][CH:13]=[CH:12][CH:11]=1. No catalyst specified. The product is [C:10]1([C@@H:16]([NH:18][C:6]([C:2]2[NH:1][CH:5]=[CH:4][CH:3]=2)=[O:8])[CH3:17])[CH:15]=[CH:14][CH:13]=[CH:12][CH:11]=1. The yield is 0.750. (3) No catalyst specified. The product is [Cl:25][C:26]1[CH:31]=[CH:30][C:29]([N+:35]([O-:37])=[O:36])=[C:28]([C:5]2[C:4]([C:3]([OH:2])=[O:24])=[CH:9][C:8]([C:10]3[S:11][CH:12]=[C:13]([C:15]4[CH:20]=[CH:19][C:18]([Cl:21])=[C:17]([Cl:22])[CH:16]=4)[N:14]=3)=[CH:7][CH:6]=2)[CH:27]=1. The yield is 0.0700. The reactants are C[O:2][C:3](=[O:24])[C:4]1[CH:9]=[C:8]([C:10]2[S:11][CH:12]=[C:13]([C:15]3[CH:20]=[CH:19][C:18]([Cl:21])=[C:17]([Cl:22])[CH:16]=3)[N:14]=2)[CH:7]=[CH:6][C:5]=1Br.[Cl:25][C:26]1[CH:27]=[CH:28][C:29]([N+:35]([O-:37])=[O:36])=[C:30](B(O)O)[CH:31]=1. (4) The reactants are [Br:1][C:2]1[C:3](Cl)=[N:4][C:5]([Cl:8])=[N:6][CH:7]=1.[CH:10]1([NH:16][C:17]2[CH:22]=[CH:21][CH:20]=[CH:19][CH:18]=2)[CH2:15][CH2:14][CH2:13][CH2:12][CH2:11]1. The catalyst is CN1CCCC1=O.C(OCC)(=O)C. The product is [Br:1][C:2]1[C:3]([N:16]([CH:17]2[CH2:22][CH2:21][CH2:20][CH2:19][CH2:18]2)[C:10]2[CH:15]=[CH:14][CH:13]=[CH:12][CH:11]=2)=[N:4][C:5]([Cl:8])=[N:6][CH:7]=1. The yield is 0.240. (5) The reactants are S(O)(O)(=O)=O.[C:6](=[NH:10])([O:8][CH3:9])[NH2:7].C[O-].[Na+].[C:14]([C:16]1[CH:21]=[CH:20][CH:19]=[CH:18][C:17]=1[C:22]1[CH:27]=[CH:26][C:25]([CH2:28][CH:29]([C:34](=O)[CH2:35][CH2:36][CH2:37][CH3:38])[C:30](OC)=[O:31])=[CH:24][CH:23]=1)#[N:15]. The catalyst is CO. The product is [CH2:35]([C:34]1[N:10]=[C:6]([O:8][CH3:9])[NH:7][C:30](=[O:31])[C:29]=1[CH2:28][C:25]1[CH:24]=[CH:23][C:22]([C:17]2[C:16]([C:14]#[N:15])=[CH:21][CH:20]=[CH:19][CH:18]=2)=[CH:27][CH:26]=1)[CH2:36][CH2:37][CH3:38]. The yield is 0.370. (6) The reactants are Cl[C:2]([O:4][C:5]1[CH:10]=[CH:9][CH:8]=[CH:7][CH:6]=1)=[O:3].[CH:11]([O:14][C:15]1[CH:21]=[CH:20][C:18]([NH2:19])=[CH:17][CH:16]=1)([CH3:13])[CH3:12].C(#N)C.C(N(CC)CC)C. The catalyst is C1(C)C=CC=CC=1. The product is [CH:11]([O:14][C:15]1[CH:21]=[CH:20][C:18]([NH:19][C:2](=[O:3])[O:4][C:5]2[CH:10]=[CH:9][CH:8]=[CH:7][CH:6]=2)=[CH:17][CH:16]=1)([CH3:13])[CH3:12]. The yield is 0.800.